Dataset: Catalyst prediction with 721,799 reactions and 888 catalyst types from USPTO. Task: Predict which catalyst facilitates the given reaction. (1) The catalyst class is: 14. Reactant: [NH2:1][C:2]1[CH:3]=[C:4]2[C:9](=[C:10]([Br:12])[CH:11]=1)[N:8]=[CH:7][C:6]([C:13]#[N:14])=[C:5]2[NH:15][C:16]1[CH:21]=[CH:20][CH:19]=[C:18]([Cl:22])[CH:17]=1.[N:23]1[CH:28]=[CH:27][CH:26]=[C:25]([CH:29]=O)[CH:24]=1.[BH3-]C#N.[Na+]. Product: [Br:12][C:10]1[CH:11]=[C:2]([NH:1][CH2:29][C:25]2[CH:24]=[N:23][CH:28]=[CH:27][CH:26]=2)[CH:3]=[C:4]2[C:9]=1[N:8]=[CH:7][C:6]([C:13]#[N:14])=[C:5]2[NH:15][C:16]1[CH:21]=[CH:20][CH:19]=[C:18]([Cl:22])[CH:17]=1. (2) Reactant: [CH:1]([C@H:3]1[CH2:7][O:6][C:5]([CH3:9])([CH3:8])[N:4]1[C:10]([O:12][C:13]([CH3:16])([CH3:15])[CH3:14])=[O:11])=[O:2].[F:17][C:18]1[CH:23]=[C:22]([CH2:24][CH2:25][N+:26]([O-:28])=[O:27])[CH:21]=[C:20]([F:29])[CH:19]=1.[F-].C([N+](CCCC)(CCCC)CCCC)CCC.[Cl-].[Na+]. Product: [C:13]([O:12][C:10]([N:4]1[CH:3]([C@@H:1]([OH:2])[C@@H:25]([N+:26]([O-:28])=[O:27])[CH2:24][C:22]2[CH:23]=[C:18]([F:17])[CH:19]=[C:20]([F:29])[CH:21]=2)[CH2:7][O:6][C:5]1([CH3:9])[CH3:8])=[O:11])([CH3:16])([CH3:15])[CH3:14]. The catalyst class is: 355.